This data is from Full USPTO retrosynthesis dataset with 1.9M reactions from patents (1976-2016). The task is: Predict the reactants needed to synthesize the given product. (1) Given the product [C:46]([O:45][C:43]([N:40]1[CH2:41][CH2:42][CH:37]([CH2:36][O:17][C:11]2[CH:10]=[C:9]3[C:14]([C:5]([O:4][C:3]4[CH:18]=[CH:19][C:20]([N+:22]([O-:24])=[O:23])=[CH:21][C:2]=4[F:1])=[CH:6][CH:7]=[N:8]3)=[CH:13][C:12]=2[O:15][CH3:16])[CH2:38][CH2:39]1)=[O:44])([CH3:49])([CH3:47])[CH3:48], predict the reactants needed to synthesize it. The reactants are: [F:1][C:2]1[CH:21]=[C:20]([N+:22]([O-:24])=[O:23])[CH:19]=[CH:18][C:3]=1[O:4][C:5]1[C:14]2[C:9](=[CH:10][C:11]([OH:17])=[C:12]([O:15][CH3:16])[CH:13]=2)[N:8]=[CH:7][CH:6]=1.C([O-])([O-])=O.[K+].[K+].S(O[CH2:36][CH:37]1[CH2:42][CH2:41][N:40]([C:43]([O:45][C:46]([CH3:49])([CH3:48])[CH3:47])=[O:44])[CH2:39][CH2:38]1)(=O)(=O)C. (2) The reactants are: [Cl:1][C:2]1[CH:31]=[CH:30][CH:29]=[C:28]([Cl:32])[C:3]=1[CH2:4][C:5]1[N:6]=[C:7]([NH:16][C:17]2[CH:25]=[CH:24][C:20]([C:21](O)=[O:22])=[CH:19][C:18]=2[O:26][CH3:27])[C:8]2[C:9](=[O:15])[NH:10][CH:11]=[CH:12][C:13]=2[CH:14]=1.[O:33]1[CH2:38][CH2:37][N:36]([CH2:39][CH2:40][CH2:41][NH2:42])[CH2:35][CH2:34]1.N1(OC(N(C)C)=[N+](C)C)C2N=CC=CC=2N=N1.C(N(CC)CC)C. Given the product [Cl:1][C:2]1[CH:31]=[CH:30][CH:29]=[C:28]([Cl:32])[C:3]=1[CH2:4][C:5]1[N:6]=[C:7]([NH:16][C:17]2[CH:25]=[CH:24][C:20]([C:21]([NH:42][CH2:41][CH2:40][CH2:39][N:36]3[CH2:37][CH2:38][O:33][CH2:34][CH2:35]3)=[O:22])=[CH:19][C:18]=2[O:26][CH3:27])[C:8]2[C:9](=[O:15])[NH:10][CH:11]=[CH:12][C:13]=2[CH:14]=1, predict the reactants needed to synthesize it. (3) Given the product [C:1]([O:5][C:6]([N:8]1[CH2:9][CH2:10][C:11]([NH:16][C:22](=[O:23])[C:21]2[CH:25]=[CH:26][C:18]([Cl:17])=[CH:19][CH:20]=2)([C:14]#[N:15])[CH2:12][CH2:13]1)=[O:7])([CH3:4])([CH3:2])[CH3:3], predict the reactants needed to synthesize it. The reactants are: [C:1]([O:5][C:6]([N:8]1[CH2:13][CH2:12][C:11]([NH2:16])([C:14]#[N:15])[CH2:10][CH2:9]1)=[O:7])([CH3:4])([CH3:3])[CH3:2].[Cl:17][C:18]1[CH:26]=[CH:25][C:21]([C:22](Cl)=[O:23])=[CH:20][CH:19]=1.[OH-].[Na+]. (4) The reactants are: C(N(C(C)C)CC)(C)C.[NH2:10][C:11]1[CH:19]=[CH:18][C:17]([CH3:20])=[CH:16][C:12]=1[C:13]([OH:15])=[O:14].[C:21]1([C:31](Cl)=O)[C:30]2[C:25](=[CH:26][CH:27]=[CH:28][CH:29]=2)[CH:24]=[CH:23][CH:22]=1.CN(C(ON1N=NC2C=CC=NC1=2)=[N+](C)C)C.F[P-](F)(F)(F)(F)F. Given the product [CH3:20][C:17]1[CH:18]=[CH:19][C:11]2[N:10]=[C:31]([C:21]3[C:30]4[C:25](=[CH:26][CH:27]=[CH:28][CH:29]=4)[CH:24]=[CH:23][CH:22]=3)[O:14][C:13](=[O:15])[C:12]=2[CH:16]=1, predict the reactants needed to synthesize it. (5) Given the product [CH3:8][O:9][C:10]1[CH:16]=[CH:15][C:13]([N:14]2[CH2:19][CH2:20][CH2:21][C:22]2=[O:23])=[C:12]([CH3:17])[CH:11]=1, predict the reactants needed to synthesize it. The reactants are: CCN(CC)CC.[CH3:8][O:9][C:10]1[CH:16]=[CH:15][C:13]([NH2:14])=[C:12]([CH3:17])[CH:11]=1.Cl[CH2:19][CH2:20][CH2:21][C:22](Cl)=[O:23].CC([O-])(C)C.[K+]. (6) Given the product [Cl:16][C:17]([Cl:21])=[CH:18][CH2:19][O:15][C:4]1[CH:3]=[C:2]([Cl:1])[C:7]([O:8][CH2:9][CH2:10][CH2:11][CH2:12][OH:13])=[C:6]([Cl:14])[CH:5]=1, predict the reactants needed to synthesize it. The reactants are: [Cl:1][C:2]1[CH:3]=[C:4]([OH:15])[CH:5]=[C:6]([Cl:14])[C:7]=1[O:8][CH2:9][CH2:10][CH2:11][CH2:12][OH:13].[Cl:16][C:17](Cl)([Cl:21])[CH2:18][CH2:19]Cl.C(=O)([O-])[O-].[K+].[K+]. (7) Given the product [Cl:19][C:20]1[C:28]2[N:27]=[C:26]3[N:29]([C:33]4[C:34]([CH3:42])=[N:35][C:36]([O:40][CH3:41])=[N:37][C:38]=4[CH3:39])[CH2:30][CH2:31][CH2:32][N:25]3[C:24]=2[C:23]([CH:43]([OH:44])[C:47]([F:50])([F:49])[F:48])=[CH:22][CH:21]=1, predict the reactants needed to synthesize it. The reactants are: [F-].C([N+](CCCC)(CCCC)CCCC)CCC.[Cl:19][C:20]1[CH:21]=[CH:22][C:23]([CH:43]=[O:44])=[C:24]2[C:28]=1[N:27]=[C:26]1[N:29]([C:33]3[C:34]([CH3:42])=[N:35][C:36]([O:40][CH3:41])=[N:37][C:38]=3[CH3:39])[CH2:30][CH2:31][CH2:32][N:25]21.C[Si](C)(C)[C:47]([F:50])([F:49])[F:48].Cl.C(=O)([O-])O.[Na+]. (8) Given the product [Br:1][C:2]1[CH:3]=[C:4]2[C:9](=[CH:10][CH:11]=1)[N:8]=[CH:7][C:6]([C:12]([CH:14]1[CH2:16][CH2:15]1)=[O:13])=[C:5]2[NH:18][C:19]1[CH:24]=[N:23][C:22]([N:25]2[CH2:26][CH2:27][CH:28]([NH:31][C:32](=[O:38])[O:33][C:34]([CH3:36])([CH3:35])[CH3:37])[CH2:29][CH2:30]2)=[N:21][CH:20]=1, predict the reactants needed to synthesize it. The reactants are: [Br:1][C:2]1[CH:3]=[C:4]2[C:9](=[CH:10][CH:11]=1)[N:8]=[CH:7][C:6]([C:12]([CH:14]1[CH2:16][CH2:15]1)=[O:13])=[C:5]2Cl.[NH2:18][C:19]1[CH:20]=[N:21][C:22]([N:25]2[CH2:30][CH2:29][CH:28]([NH:31][C:32](=[O:38])[O:33][C:34]([CH3:37])([CH3:36])[CH3:35])[CH2:27][CH2:26]2)=[N:23][CH:24]=1.